This data is from Catalyst prediction with 721,799 reactions and 888 catalyst types from USPTO. The task is: Predict which catalyst facilitates the given reaction. (1) Reactant: [CH3:1][NH2:2].[I:3][C:4]1[C:12]2[C:7](=[CH:8][CH:9]=[C:10]([C:13]3[N:17]=[C:16](C(Cl)(Cl)Cl)[O:15][N:14]=3)[CH:11]=2)[N:6]([S:22]([C:25]2[CH:31]=[CH:30][C:28]([CH3:29])=[CH:27][CH:26]=2)(=[O:24])=[O:23])[CH:5]=1. The catalyst class is: 6. Product: [I:3][C:4]1[C:12]2[C:7](=[CH:8][CH:9]=[C:10]([C:13]3[N:17]=[C:16]([NH:2][CH3:1])[O:15][N:14]=3)[CH:11]=2)[N:6]([S:22]([C:25]2[CH:31]=[CH:30][C:28]([CH3:29])=[CH:27][CH:26]=2)(=[O:23])=[O:24])[CH:5]=1. (2) Reactant: CCN(CC)CC.[C:8](Cl)(=[O:20])[O:9][C:10]1[CH:15]=[CH:14][CH:13]=[C:12]([C:16]([F:19])([F:18])[F:17])[CH:11]=1.[NH2:22][C:23]1[CH:24]=[CH:25][C:26]([CH3:40])=[C:27]([C:29]2[CH:30]=[C:31]3[C:36](=[CH:37][CH:38]=2)[N:35]=[C:34]([NH2:39])[N:33]=[CH:32]3)[CH:28]=1. Product: [NH2:39][C:34]1[N:33]=[CH:32][C:31]2[C:36](=[CH:37][CH:38]=[C:29]([C:27]3[CH:28]=[C:23]([NH:22][C:8](=[O:20])[O:9][C:10]4[CH:15]=[CH:14][CH:13]=[C:12]([C:16]([F:19])([F:18])[F:17])[CH:11]=4)[CH:24]=[CH:25][C:26]=3[CH3:40])[CH:30]=2)[N:35]=1. The catalyst class is: 2. (3) Reactant: [NH2:1][C:2]1[C:10]([Cl:11])=[CH:9][C:5]([C:6]([OH:8])=O)=[C:4]([O:12][CH3:13])[CH:3]=1.CN1CCOCC1.ClC(OCC(C)C)=O.C([C@@H]([C@H](C(O)=O)O)O)(O)=O.[N:39]1([CH2:44][CH2:45][CH2:46][N:47]2[CH2:52][CH2:51][CH:50]([CH2:53][NH2:54])[CH2:49][CH2:48]2)[CH:43]=[CH:42][N:41]=[N:40]1. Product: [N:39]1([CH2:44][CH2:45][CH2:46][N:47]2[CH2:48][CH2:49][CH:50]([CH2:53][NH:54][C:6](=[O:8])[C:5]3[CH:9]=[C:10]([Cl:11])[C:2]([NH2:1])=[CH:3][C:4]=3[O:12][CH3:13])[CH2:51][CH2:52]2)[CH:43]=[CH:42][N:41]=[N:40]1. The catalyst class is: 884. (4) Reactant: [Cl:1][C:2]1[CH:7]=[CH:6][CH:5]=[C:4]([Cl:8])[C:3]=1[C:9]1[S:10][CH:11]=[C:12](/[CH:14]=[CH:15]/[C:16]([O:18]C)=[O:17])[N:13]=1.[OH-].[Li+]. Product: [Cl:8][C:4]1[CH:5]=[CH:6][CH:7]=[C:2]([Cl:1])[C:3]=1[C:9]1[S:10][CH:11]=[C:12](/[CH:14]=[CH:15]/[C:16]([OH:18])=[O:17])[N:13]=1. The catalyst class is: 24. (5) Reactant: C[O:2][C:3]1[CH:4]=[C:5]2[C:10](=[CH:11][CH:12]=1)[C:9]([O:13][C:14]1[CH:19]=[CH:18][C:17]([NH:20][S:21]([CH2:24][CH3:25])(=[O:23])=[O:22])=[CH:16][CH:15]=1)=[C:8]([C:26]1[CH:31]=[CH:30][CH:29]=[CH:28][CH:27]=1)[C:7]([CH3:32])=[CH:6]2.B(Br)(Br)Br.CCOC(C)=O. Product: [OH:2][C:3]1[CH:4]=[C:5]2[C:10](=[CH:11][CH:12]=1)[C:9]([O:13][C:14]1[CH:19]=[CH:18][C:17]([NH:20][S:21]([CH2:24][CH3:25])(=[O:23])=[O:22])=[CH:16][CH:15]=1)=[C:8]([C:26]1[CH:27]=[CH:28][CH:29]=[CH:30][CH:31]=1)[C:7]([CH3:32])=[CH:6]2. The catalyst class is: 2.